This data is from Full USPTO retrosynthesis dataset with 1.9M reactions from patents (1976-2016). The task is: Predict the reactants needed to synthesize the given product. (1) Given the product [CH:10]([C:6]1[CH:5]=[C:4]([S:12]([NH2:15])(=[O:14])=[O:13])[CH:3]=[C:2]([C:19]2[CH:20]=[CH:21][CH:22]=[CH:23][C:18]=2[O:17][CH3:16])[C:7]=1[O:8][CH3:9])=[O:11], predict the reactants needed to synthesize it. The reactants are: Br[C:2]1[CH:3]=[C:4]([S:12]([NH2:15])(=[O:14])=[O:13])[CH:5]=[C:6]([CH:10]=[O:11])[C:7]=1[O:8][CH3:9].[CH3:16][O:17][C:18]1[CH:23]=[CH:22][CH:21]=[CH:20][C:19]=1B(O)O. (2) Given the product [CH:1]1([C:6]([OH:31])([CH2:21][C:22]2[O:23][C:24]([CH3:29])([CH3:30])[O:25][C:26](=[O:28])[CH:27]=2)[CH2:7][CH2:8][C:9]2[CH:14]=[CH:13][C:12]([C:15]3([C:18]#[N:19])[CH2:17][CH2:16]3)=[C:11]([F:20])[CH:10]=2)[CH2:5][CH2:4][CH2:3][CH2:2]1, predict the reactants needed to synthesize it. The reactants are: [CH:1]1([C:6]([OH:31])([CH2:21][C:22]2[O:23][C:24]([CH3:30])([CH3:29])[O:25][C:26](=[O:28])[CH:27]=2)[C:7]#[C:8][C:9]2[CH:14]=[CH:13][C:12]([C:15]3([C:18]#[N:19])[CH2:17][CH2:16]3)=[C:11]([F:20])[CH:10]=2)[CH2:5][CH2:4][CH2:3][CH2:2]1. (3) Given the product [CH:1]1([CH2:4]/[CH:5]=[CH:43]/[C:44]([O:46][CH3:47])=[O:45])[CH2:2][CH2:3]1, predict the reactants needed to synthesize it. The reactants are: [CH:1]1([CH2:4][CH2:5]O)[CH2:3][CH2:2]1.CC1(C)N([O])C(C)(C)CCC1.C(O)(=O)C.C(O)(=O)C.IC1C=CC=CC=1.[Cl-].[Li+].C(OP([CH2:43][C:44]([O:46][CH3:47])=[O:45])(OCC)=O)C.C1CCN2C(=NCCC2)CC1.C1(CC=O)CC1. (4) The reactants are: [F:1][C:2]1[CH:3]=[C:4]2[C:8](=[CH:9][C:10]=1[F:11])[NH:7][C:6](=[O:12])/[C:5]/2=[C:13]1\[CH:14]=[C:15]([C:20]2[CH:36]=[CH:35][C:23]([CH2:24][N:25]3[CH2:30][CH2:29][CH:28]([C:31]([O:33]C)=[O:32])[CH2:27][CH2:26]3)=[CH:22][CH:21]=2)[C:16]([CH3:19])([CH3:18])[O:17]\1.[OH-].[Na+].O.Cl. Given the product [F:1][C:2]1[CH:3]=[C:4]2[C:8](=[CH:9][C:10]=1[F:11])[NH:7][C:6](=[O:12])/[C:5]/2=[C:13]1\[CH:14]=[C:15]([C:20]2[CH:21]=[CH:22][C:23]([CH2:24][N:25]3[CH2:30][CH2:29][CH:28]([C:31]([OH:33])=[O:32])[CH2:27][CH2:26]3)=[CH:35][CH:36]=2)[C:16]([CH3:19])([CH3:18])[O:17]\1, predict the reactants needed to synthesize it. (5) Given the product [CH2:1]([N:8]1[CH2:9][C:10]([CH3:16])([CH3:17])[O:11][CH2:12][CH:13]1[CH2:14][OH:15])[C:2]1[CH:3]=[CH:4][CH:5]=[CH:6][CH:7]=1, predict the reactants needed to synthesize it. The reactants are: [CH2:1]([N:8]1[CH:13]([CH2:14][OH:15])[CH2:12][O:11][C:10]([CH3:17])([CH3:16])[C:9]1=O)[C:2]1[CH:7]=[CH:6][CH:5]=[CH:4][CH:3]=1.CO. (6) The reactants are: [C@H:1]12[CH2:8][CH2:7][CH2:6][C@H:5]1[CH2:4][NH:3][C@@H:2]2[CH2:9][NH:10][C:11]([C:13]1[N:20]2[C:16]([S:17][CH:18]=[CH:19]2)=[N:15][C:14]=1[CH3:21])=[O:12].[F:22][C:23]1[CH:24]=[C:25]([C:30]2[S:34][C:33]([CH3:35])=[N:32][C:31]=2[C:36](O)=[O:37])[CH:26]=[CH:27][C:28]=1[F:29]. Given the product [F:22][C:23]1[CH:24]=[C:25]([C:30]2[S:34][C:33]([CH3:35])=[N:32][C:31]=2[C:36]([N:3]2[CH2:4][C@H:5]3[C@H:1]([CH2:8][CH2:7][CH2:6]3)[C@H:2]2[CH2:9][NH:10][C:11]([C:13]2[N:20]3[C:16]([S:17][CH:18]=[CH:19]3)=[N:15][C:14]=2[CH3:21])=[O:12])=[O:37])[CH:26]=[CH:27][C:28]=1[F:29], predict the reactants needed to synthesize it. (7) Given the product [F:15][C:2]([F:1])([F:14])[O:3][C:4]1[CH:13]=[CH:12][C:7]2[N:8]=[C:9]([NH:11][C:43](=[O:44])[CH2:42][O:41][C:40]3[CH:46]=[C:47](/[CH:50]=[CH:51]/[C:52](=[O:65])[C:53]4[CH:54]=[C:55]([O:63][CH3:64])[C:56]([O:61][CH3:62])=[C:57]([O:59][CH3:60])[CH:58]=4)[CH:48]=[CH:49][C:39]=3[O:38][CH3:37])[S:10][C:6]=2[CH:5]=1, predict the reactants needed to synthesize it. The reactants are: [F:1][C:2]([F:15])([F:14])[O:3][C:4]1[CH:13]=[CH:12][C:7]2[N:8]=[C:9]([NH2:11])[S:10][C:6]=2[CH:5]=1.C(N=C=NCCCN(C)C)C.ON1C2C=CC=CC=2N=N1.[CH3:37][O:38][C:39]1[CH:49]=[CH:48][C:47](/[CH:50]=[CH:51]/[C:52](=[O:65])[C:53]2[CH:58]=[C:57]([O:59][CH3:60])[C:56]([O:61][CH3:62])=[C:55]([O:63][CH3:64])[CH:54]=2)=[CH:46][C:40]=1[O:41][CH2:42][C:43](O)=[O:44].